Predict which catalyst facilitates the given reaction. From a dataset of Catalyst prediction with 721,799 reactions and 888 catalyst types from USPTO. Reactant: [C:1]([C:5]1[N:10]=[CH:9][N:8]=[C:7]([NH2:11])[CH:6]=1)([CH3:4])([CH3:3])[CH3:2].C(N(C(C)C)C(C)C)C.[C:21](Cl)(=[O:29])[O:22][C:23]1[CH:28]=[CH:27][CH:26]=[CH:25][CH:24]=1. Product: [C:1]([C:5]1[N:10]=[CH:9][N:8]=[C:7]([NH:11][C:21](=[O:29])[O:22][C:23]2[CH:28]=[CH:27][CH:26]=[CH:25][CH:24]=2)[CH:6]=1)([CH3:4])([CH3:2])[CH3:3]. The catalyst class is: 2.